This data is from Peptide-MHC class II binding affinity with 134,281 pairs from IEDB. The task is: Regression. Given a peptide amino acid sequence and an MHC pseudo amino acid sequence, predict their binding affinity value. This is MHC class II binding data. (1) The binding affinity (normalized) is 0.208. The MHC is DRB1_0404 with pseudo-sequence DRB1_0404. The peptide sequence is SLGEAWTGGGSDKAL. (2) The peptide sequence is SVVVQDPKNVYQRGTHHHHHH. The MHC is DRB1_0404 with pseudo-sequence DRB1_0404. The binding affinity (normalized) is 0.333. (3) The peptide sequence is TPTSLLISWGHYPLH. The MHC is DRB1_0401 with pseudo-sequence DRB1_0401. The binding affinity (normalized) is 0.416. (4) The peptide sequence is RPAPGGKAYMDVISR. The MHC is HLA-DQA10601-DQB10402 with pseudo-sequence HLA-DQA10601-DQB10402. The binding affinity (normalized) is 0.304. (5) The peptide sequence is EKKYFATTQFEPLAA. The MHC is DRB1_0701 with pseudo-sequence DRB1_0701. The binding affinity (normalized) is 0.825. (6) The peptide sequence is RKELLVTFKNAHAKK. The MHC is DRB1_1101 with pseudo-sequence DRB1_1101. The binding affinity (normalized) is 0.593. (7) The peptide sequence is EVQKVSQPATGAATV. The MHC is DRB1_1602 with pseudo-sequence DRB1_1602. The binding affinity (normalized) is 0.333.